This data is from NCI-60 drug combinations with 297,098 pairs across 59 cell lines. The task is: Regression. Given two drug SMILES strings and cell line genomic features, predict the synergy score measuring deviation from expected non-interaction effect. (1) Drug 1: CC1=CC=C(C=C1)C2=CC(=NN2C3=CC=C(C=C3)S(=O)(=O)N)C(F)(F)F. Drug 2: CC1=C(C(=O)C2=C(C1=O)N3CC4C(C3(C2COC(=O)N)OC)N4)N. Cell line: COLO 205. Synergy scores: CSS=22.0, Synergy_ZIP=-0.163, Synergy_Bliss=-3.43, Synergy_Loewe=-28.3, Synergy_HSA=-6.22. (2) Drug 1: CN1C(=O)N2C=NC(=C2N=N1)C(=O)N. Drug 2: B(C(CC(C)C)NC(=O)C(CC1=CC=CC=C1)NC(=O)C2=NC=CN=C2)(O)O. Cell line: KM12. Synergy scores: CSS=35.3, Synergy_ZIP=-0.733, Synergy_Bliss=-3.89, Synergy_Loewe=-36.0, Synergy_HSA=-5.59. (3) Drug 1: CC1=C2C(C(=O)C3(C(CC4C(C3C(C(C2(C)C)(CC1OC(=O)C(C(C5=CC=CC=C5)NC(=O)C6=CC=CC=C6)O)O)OC(=O)C7=CC=CC=C7)(CO4)OC(=O)C)O)C)OC(=O)C. Drug 2: CS(=O)(=O)CCNCC1=CC=C(O1)C2=CC3=C(C=C2)N=CN=C3NC4=CC(=C(C=C4)OCC5=CC(=CC=C5)F)Cl. Cell line: HOP-62. Synergy scores: CSS=35.1, Synergy_ZIP=18.6, Synergy_Bliss=19.7, Synergy_Loewe=22.8, Synergy_HSA=23.4. (4) Drug 1: COC1=CC(=CC(=C1O)OC)C2C3C(COC3=O)C(C4=CC5=C(C=C24)OCO5)OC6C(C(C7C(O6)COC(O7)C8=CC=CS8)O)O. Drug 2: C1CN1P(=S)(N2CC2)N3CC3. Cell line: HS 578T. Synergy scores: CSS=16.1, Synergy_ZIP=-10.3, Synergy_Bliss=-7.99, Synergy_Loewe=-4.93, Synergy_HSA=-4.14. (5) Drug 1: CC1=C2C(C(=O)C3(C(CC4C(C3C(C(C2(C)C)(CC1OC(=O)C(C(C5=CC=CC=C5)NC(=O)OC(C)(C)C)O)O)OC(=O)C6=CC=CC=C6)(CO4)OC(=O)C)O)C)O. Drug 2: C1CN1C2=NC(=NC(=N2)N3CC3)N4CC4. Cell line: HOP-62. Synergy scores: CSS=29.7, Synergy_ZIP=1.52, Synergy_Bliss=1.68, Synergy_Loewe=0.790, Synergy_HSA=0.874. (6) Drug 1: CN1CCC(CC1)COC2=C(C=C3C(=C2)N=CN=C3NC4=C(C=C(C=C4)Br)F)OC. Drug 2: CC1=C(C=C(C=C1)NC(=O)C2=CC=C(C=C2)CN3CCN(CC3)C)NC4=NC=CC(=N4)C5=CN=CC=C5. Cell line: MOLT-4. Synergy scores: CSS=9.20, Synergy_ZIP=-0.703, Synergy_Bliss=-3.71, Synergy_Loewe=-8.38, Synergy_HSA=-4.45. (7) Drug 1: CCCCCOC(=O)NC1=NC(=O)N(C=C1F)C2C(C(C(O2)C)O)O. Drug 2: CC=C1C(=O)NC(C(=O)OC2CC(=O)NC(C(=O)NC(CSSCCC=C2)C(=O)N1)C(C)C)C(C)C. Cell line: DU-145. Synergy scores: CSS=19.4, Synergy_ZIP=1.82, Synergy_Bliss=-0.554, Synergy_Loewe=-63.7, Synergy_HSA=-3.68.